From a dataset of Forward reaction prediction with 1.9M reactions from USPTO patents (1976-2016). Predict the product of the given reaction. Given the reactants [C:1](=[O:22])(OC1C=CC([N+]([O-])=O)=CC=1)[O:2][CH2:3][CH2:4][N:5]1[CH2:10][CH2:9][N:8]([CH3:11])[CH2:7][CH2:6]1.CCN(CC)CC.Cl.Cl.[Cl:32][C:33]1[CH:38]=[CH:37][C:36]([N:39]2[CH2:44][CH2:43][NH:42][CH2:41][CH2:40]2)=[CH:35][CH:34]=1, predict the reaction product. The product is: [NH3:5].[Cl:32][C:33]1[CH:34]=[CH:35][C:36]([N:39]2[CH2:44][CH2:43][N:42]([C:1]([O:2][CH2:3][CH2:4][N:5]3[CH2:6][CH2:7][N:8]([CH3:11])[CH2:9][CH2:10]3)=[O:22])[CH2:41][CH2:40]2)=[CH:37][CH:38]=1.